Dataset: Catalyst prediction with 721,799 reactions and 888 catalyst types from USPTO. Task: Predict which catalyst facilitates the given reaction. Reactant: [CH:1]1([CH2:6][C@@H:7]([C:16](=[O:31])[N:17]2[CH:21]([C:22]([NH:24][C:25]3[N:30]=[CH:29][CH:28]=[CH:27][N:26]=3)=[O:23])[CH2:20][CH:19]=[N:18]2)[CH2:8][C:9]([O:11]C(C)(C)C)=[O:10])[CH2:5][CH2:4][CH2:3][CH2:2]1.Cl. Product: [CH:1]1([CH2:6][C@@H:7]([C:16](=[O:31])[N:17]2[CH:21]([C:22]([NH:24][C:25]3[N:26]=[CH:27][CH:28]=[CH:29][N:30]=3)=[O:23])[CH2:20][CH:19]=[N:18]2)[CH2:8][C:9]([OH:11])=[O:10])[CH2:5][CH2:4][CH2:3][CH2:2]1. The catalyst class is: 12.